From a dataset of Reaction yield outcomes from USPTO patents with 853,638 reactions. Predict the reaction yield, written as a fraction of the theoretical maximum amount of product (1.0 means a 100% yield; for example, 0.34 means a 34% yield). The reactants are COC(C1C=C(O)C2C(=C(OCC3C=CC=CC=3)C=CC=2)N=1)=O.C[O:25][C:26]([C:28]1[CH:37]=[C:36]([OH:38])[C:35]2[C:30](=[C:31]([C:47]#[N:48])[CH:32]=[C:33]([CH2:39][CH2:40][C:41]3[CH:46]=[CH:45][CH:44]=[CH:43][CH:42]=3)[CH:34]=2)[N:29]=1)=[O:27]. No catalyst specified. The product is [C:47]([C:31]1[CH:32]=[C:33]([CH2:39][CH2:40][C:41]2[CH:46]=[CH:45][CH:44]=[CH:43][CH:42]=2)[CH:34]=[C:35]2[C:30]=1[N:29]=[C:28]([C:26]([OH:27])=[O:25])[CH:37]=[C:36]2[OH:38])#[N:48]. The yield is 0.840.